From a dataset of Full USPTO retrosynthesis dataset with 1.9M reactions from patents (1976-2016). Predict the reactants needed to synthesize the given product. (1) Given the product [S:14]1[C:18]2[CH:19]=[CH:20][CH:21]=[C:22]([O:23][C:24]3[CH:30]=[CH:29][C:27]([N:28]4[C:2]5[C:3]6=[C:4]([CH:8]=[CH:9][N:10]6[CH2:11][CH2:12]4)[N:5]=[CH:6][N:7]=5)=[CH:26][C:25]=3[Cl:31])[C:17]=2[CH:16]=[N:15]1, predict the reactants needed to synthesize it. The reactants are: Cl[C:2]1[C:3]2[N:10]([CH2:11][CH2:12]Cl)[CH:9]=[CH:8][C:4]=2[N:5]=[CH:6][N:7]=1.[S:14]1[C:18]2[CH:19]=[CH:20][CH:21]=[C:22]([O:23][C:24]3[CH:30]=[CH:29][C:27]([NH2:28])=[CH:26][C:25]=3[Cl:31])[C:17]=2[CH:16]=[N:15]1.C(=O)([O-])[O-].[K+].[K+].C(=O)([O-])O.[Na+]. (2) Given the product [NH2:1][C:4]1[CH:24]=[CH:23][CH:22]=[CH:21][C:5]=1[CH2:6][NH:7][CH:8]1[CH2:13][CH2:12][N:11]([C:14]([O:16][C:17]([CH3:20])([CH3:18])[CH3:19])=[O:15])[CH2:10][CH2:9]1, predict the reactants needed to synthesize it. The reactants are: [N+:1]([C:4]1[CH:24]=[CH:23][CH:22]=[CH:21][C:5]=1[CH2:6][NH:7][CH:8]1[CH2:13][CH2:12][N:11]([C:14]([O:16][C:17]([CH3:20])([CH3:19])[CH3:18])=[O:15])[CH2:10][CH2:9]1)([O-])=O. (3) Given the product [CH2:35]([NH:39][C:23]([CH:19]1[CH2:20][C:21](=[O:22])[N:17]([CH:11]2[CH2:12][CH:13]([CH3:16])[CH2:14][CH2:15][CH:10]2[CH:7]([CH3:8])[CH3:9])[CH2:18]1)=[O:25])[CH:36]([CH3:38])[CH3:37], predict the reactants needed to synthesize it. The reactants are: C(Cl)(=O)C(Cl)=O.[CH:7]([CH:10]1[CH2:15][CH2:14][CH:13]([CH3:16])[CH2:12][CH:11]1[N:17]1[C:21](=[O:22])[CH2:20][CH:19]([C:23]([OH:25])=O)[CH2:18]1)([CH3:9])[CH3:8].C(N(CC)C(C)C)(C)C.[CH2:35]([NH2:39])[CH:36]([CH3:38])[CH3:37].Cl.